This data is from Forward reaction prediction with 1.9M reactions from USPTO patents (1976-2016). The task is: Predict the product of the given reaction. The product is: [F:25][C:26]1[CH:47]=[CH:46][C:29]([CH2:30][N:31]2[CH2:35][CH2:34][N:33]([C:36]3[S:40][C:39]([C:41]([NH:55][CH2:54][C:51]4[S:52][CH:53]=[C:49]([CH3:48])[CH:50]=4)=[O:43])=[C:38]([CH3:44])[CH:37]=3)[C:32]2=[O:45])=[CH:28][CH:27]=1. Given the reactants CC1C=C(N2CCN(CCOC3C=CC=CC=3)C2=O)SC=1C(O)=O.[F:25][C:26]1[CH:47]=[CH:46][C:29]([CH2:30][N:31]2[CH2:35][CH2:34][N:33]([C:36]3[S:40][C:39]([C:41]([OH:43])=O)=[C:38]([CH3:44])[CH:37]=3)[C:32]2=[O:45])=[CH:28][CH:27]=1.[CH3:48][C:49]1[CH:50]=[C:51]([CH2:54][NH2:55])[S:52][CH:53]=1, predict the reaction product.